Dataset: Reaction yield outcomes from USPTO patents with 853,638 reactions. Task: Predict the reaction yield, written as a fraction of the theoretical maximum amount of product (1.0 means a 100% yield; for example, 0.34 means a 34% yield). (1) The product is [CH2:45]([N:42]1[CH2:41][CH2:40][N:39]([C:35]2[CH:34]=[C:33]([NH:32][C:29]3[N:28]=[CH:27][C:26](/[CH:12]=[CH:11]/[C:9]4[CH:10]=[C:5]([CH:6]=[C:7]([O:22][CH3:23])[CH:8]=4)[C:4]([NH:3][O:2][CH3:1])=[O:24])=[CH:31][N:30]=3)[CH:38]=[CH:37][CH:36]=2)[CH2:44][CH2:43]1)[CH3:46]. The yield is 0.246. The catalyst is O1CCOCC1.O. The reactants are [CH3:1][O:2][NH:3][C:4](=[O:24])[C:5]1[CH:10]=[C:9](/[CH:11]=[CH:12]/B2OC(C)(C)C(C)(C)O2)[CH:8]=[C:7]([O:22][CH3:23])[CH:6]=1.Br[C:26]1[CH:27]=[N:28][C:29]([NH:32][C:33]2[CH:38]=[CH:37][CH:36]=[C:35]([N:39]3[CH2:44][CH2:43][N:42]([CH2:45][CH3:46])[CH2:41][CH2:40]3)[CH:34]=2)=[N:30][CH:31]=1.C([O-])([O-])=O.[Na+].[Na+]. (2) The yield is 0.880. The reactants are [Br:1][C:2]1[CH:7]=[CH:6][C:5]([CH:8]([OH:10])[CH3:9])=[C:4]([F:11])[CH:3]=1.[C:12]1(P([C:12]2[CH:17]=[CH:16][CH:15]=[CH:14][CH:13]=2)[C:12]2[CH:17]=[CH:16][CH:15]=[CH:14][CH:13]=2)[CH:17]=[CH:16][CH:15]=[CH:14][CH:13]=1.C1(O)C=CC=CC=1.N(C(OC(C)C)=O)=NC(OC(C)C)=O. The catalyst is O1CCCC1. The product is [Br:1][C:2]1[CH:7]=[CH:6][C:5]([CH:8]([O:10][C:12]2[CH:17]=[CH:16][CH:15]=[CH:14][CH:13]=2)[CH3:9])=[C:4]([F:11])[CH:3]=1. (3) The reactants are [N+:1]([C:4]1[C:9]([N+:10]([O-:12])=[O:11])=[CH:8][CH:7]=[CH:6][C:5]=1[OH:13])([O-:3])=[O:2].IC.[C:16]([O-])([O-])=O.[K+].[K+]. No catalyst specified. The product is [N+:1]([C:4]1[C:9]([N+:10]([O-:12])=[O:11])=[CH:8][CH:7]=[CH:6][C:5]=1[O:13][CH3:16])([O-:3])=[O:2]. The yield is 1.00. (4) The reactants are [CH2:1]([C@@H:5]1[CH2:10][NH:9][CH2:8][CH2:7][N:6]1[C:11]([O:13][C:14]([CH3:17])([CH3:16])[CH3:15])=[O:12])[CH:2]([CH3:4])[CH3:3].[Cl:18][C:19]1[C:24]([C:25]#[N:26])=[CH:23][C:22]([F:27])=[C:21](Cl)[N:20]=1.CCN(C(C)C)C(C)C. The catalyst is CN1C(=O)CCC1.CCOC(C)=O.O. The product is [Cl:18][C:19]1[N:20]=[C:21]([N:9]2[CH2:8][CH2:7][N:6]([C:11]([O:13][C:14]([CH3:15])([CH3:17])[CH3:16])=[O:12])[C@H:5]([CH2:1][CH:2]([CH3:4])[CH3:3])[CH2:10]2)[C:22]([F:27])=[CH:23][C:24]=1[C:25]#[N:26]. The yield is 0.750.